Dataset: Peptide-MHC class I binding affinity with 185,985 pairs from IEDB/IMGT. Task: Regression. Given a peptide amino acid sequence and an MHC pseudo amino acid sequence, predict their binding affinity value. This is MHC class I binding data. (1) The peptide sequence is SWDQMWKCLI. The MHC is Patr-A0901 with pseudo-sequence Patr-A0901. The binding affinity (normalized) is 0.854. (2) The peptide sequence is SFLRKIGDK. The MHC is HLA-A11:01 with pseudo-sequence HLA-A11:01. The binding affinity (normalized) is 0.235. (3) The peptide sequence is VEAMNHHL. The MHC is Mamu-A11 with pseudo-sequence Mamu-A11. The binding affinity (normalized) is 0.0557.